Task: Predict the reactants needed to synthesize the given product.. Dataset: Full USPTO retrosynthesis dataset with 1.9M reactions from patents (1976-2016) (1) The reactants are: Br[C:2]1[N:7]=[CH:6][C:5]2[N:8]=[C:9]([CH2:14][O:15][CH:16]3[CH2:21][CH2:20][CH2:19][CH2:18][O:17]3)[N:10]([CH:11]([CH3:13])[CH3:12])[C:4]=2[CH:3]=1.[Cl:22][C:23]1[N:28]=[C:27]([NH2:29])[CH:26]=[CH:25][N:24]=1.C1(P(C2C=CC=CC=2)C2C3OC4C(=CC=CC=4P(C4C=CC=CC=4)C4C=CC=CC=4)C(C)(C)C=3C=CC=2)C=CC=CC=1.C(=O)([O-])[O-].[Cs+].[Cs+]. Given the product [Cl:22][C:23]1[N:28]=[C:27]([NH:29][C:2]2[N:7]=[CH:6][C:5]3[N:8]=[C:9]([CH2:14][O:15][CH:16]4[CH2:21][CH2:20][CH2:19][CH2:18][O:17]4)[N:10]([CH:11]([CH3:13])[CH3:12])[C:4]=3[CH:3]=2)[CH:26]=[CH:25][N:24]=1, predict the reactants needed to synthesize it. (2) Given the product [ClH:43].[ClH:43].[CH3:26][O:25][C:24]1[CH:23]=[C:22]2[C:18]([C:19]([C:31]3[CH:32]=[CH:33][CH:34]=[CH:35][CH:36]=3)([C:27]([F:30])([F:28])[F:29])[O:20][CH2:21]2)=[CH:17][C:16]=1[CH2:15][NH:14][C@H:10]1[CH2:11][CH2:12][CH2:13][NH:8][C@H:9]1[C:37]1[CH:42]=[CH:41][CH:40]=[CH:39][CH:38]=1, predict the reactants needed to synthesize it. The reactants are: C(OC([N:8]1[CH2:13][CH2:12][CH2:11][C@H:10]([NH:14][CH2:15][C:16]2[CH:17]=[C:18]3[C:22](=[CH:23][C:24]=2[O:25][CH3:26])[CH2:21][O:20][C:19]3([C:31]2[CH:36]=[CH:35][CH:34]=[CH:33][CH:32]=2)[C:27]([F:30])([F:29])[F:28])[C@@H:9]1[C:37]1[CH:42]=[CH:41][CH:40]=[CH:39][CH:38]=1)=O)(C)(C)C.[ClH:43].[OH-].[Na+]. (3) Given the product [Cl:18][C:19]1[C:20]([C:43]2[N:47]3[CH:48]=[CH:49][CH:50]=[CH:51][C:46]3=[N:45][CH:44]=2)=[N:21][C:22]([NH:25][C:26]2[CH:31]=[CH:30][C:29]([CH:32]([CH2:33][OH:34])[CH2:64][OH:68])=[CH:28][C:27]=2[O:41][CH3:42])=[N:23][CH:24]=1, predict the reactants needed to synthesize it. The reactants are: ClC1N=C(C2N3C=CC=CC3=NC=2)C(Cl)=CN=1.[Cl:18][C:19]1[C:20]([C:43]2[N:47]3[CH:48]=[CH:49][CH:50]=[CH:51][C:46]3=[N:45][CH:44]=2)=[N:21][C:22]([NH:25][C:26]2[CH:31]=[CH:30][C:29]([CH2:32][C:33](N3CC[C@H](O)C3)=[O:34])=[CH:28][C:27]=2[O:41][CH3:42])=[N:23][CH:24]=1.C1(C)C=CC(S(O)(=O)=O)=CC=1.C[CH:64]([OH:68])CCC. (4) Given the product [NH2:1][CH2:2][CH2:3][O:4][C:5]1[C:28]([O:29][CH3:30])=[CH:27][C:8]2[C:9]3[N:14]([CH:15]([C:17]([CH3:20])([CH3:19])[CH3:18])[CH2:16][C:7]=2[CH:6]=1)[CH:13]=[C:12]([C:21]([OH:23])=[O:22])[C:11](=[O:26])[CH:10]=3, predict the reactants needed to synthesize it. The reactants are: [NH2:1][CH2:2][CH2:3][O:4][C:5]1[C:28]([O:29][CH3:30])=[CH:27][C:8]2[C:9]3[N:14]([CH:15]([C:17]([CH3:20])([CH3:19])[CH3:18])[CH2:16][C:7]=2[CH:6]=1)[CH:13]=[C:12]([C:21]([O:23]CC)=[O:22])[C:11](=[O:26])[CH:10]=3.CO.O[Li].O.C(O)(=O)C. (5) Given the product [Si:1]([O:8][CH2:9][C:10]1[S:14][C:13]([Cl:15])=[C:12]([CH:16]([C:23]2[CH:22]=[CH:21][CH:20]=[C:19]([Cl:18])[CH:24]=2)[OH:17])[CH:11]=1)([C:4]([CH3:7])([CH3:6])[CH3:5])([CH3:3])[CH3:2], predict the reactants needed to synthesize it. The reactants are: [Si:1]([O:8][CH2:9][C:10]1[S:14][C:13]([Cl:15])=[C:12]([CH:16]=[O:17])[CH:11]=1)([C:4]([CH3:7])([CH3:6])[CH3:5])([CH3:3])[CH3:2].[Cl:18][C:19]1[CH:20]=[C:21]([Mg]Br)[CH:22]=[CH:23][CH:24]=1. (6) Given the product [C:1]([O:5][C:6]([NH:8][C:9]1[CH:10]=[N:11][CH:12]=[CH:13][C:14]=1[C:20]([OH:22])=[O:21])=[O:7])([CH3:4])([CH3:2])[CH3:3], predict the reactants needed to synthesize it. The reactants are: [C:1]([O:5][C:6]([NH:8][C:9]1[CH:10]=[N:11][CH:12]=[CH:13][CH:14]=1)=[O:7])([CH3:4])([CH3:3])[CH3:2].C([Li])CCC.[C:20](=[O:22])=[O:21].